From a dataset of Forward reaction prediction with 1.9M reactions from USPTO patents (1976-2016). Predict the product of the given reaction. (1) Given the reactants C(OC([N:8]1[CH2:12][C@@H:11]([CH2:13][N:14]([CH:31]([CH3:33])[CH3:32])[C:15](=[O:30])[C:16]2[CH:21]=[CH:20][C:19]([O:22][CH3:23])=[C:18]([O:24][CH2:25][CH2:26][CH2:27][O:28][CH3:29])[CH:17]=2)[C@H:10]([NH:34][CH2:35][C:36](=[O:41])[NH:37][CH:38]2[CH2:40][CH2:39]2)[CH2:9]1)=O)(C)(C)C.C(O)(C(F)(F)F)=O.C([O-])(O)=O.[Na+], predict the reaction product. The product is: [CH:38]1([NH:37][C:36]([CH2:35][NH:34][C@@H:10]2[CH2:9][NH:8][CH2:12][C@H:11]2[CH2:13][N:14]([CH:31]([CH3:33])[CH3:32])[C:15](=[O:30])[C:16]2[CH:21]=[CH:20][C:19]([O:22][CH3:23])=[C:18]([O:24][CH2:25][CH2:26][CH2:27][O:28][CH3:29])[CH:17]=2)=[O:41])[CH2:40][CH2:39]1. (2) Given the reactants [CH2:1]([O:8][C:9]1[CH:10]=[N:11][CH:12]=[C:13](Br)[CH:14]=1)[C:2]1[CH:7]=[CH:6][CH:5]=[CH:4][CH:3]=1.[Cu](C#N)[C:17]#[N:18].C(=O)([O-])O.[Na+].C(OCC)(=O)C, predict the reaction product. The product is: [CH2:1]([O:8][C:9]1[CH:14]=[C:13]([C:17]#[N:18])[CH:12]=[N:11][CH:10]=1)[C:2]1[CH:7]=[CH:6][CH:5]=[CH:4][CH:3]=1. (3) Given the reactants [C:1]([CH:3]([O:33][CH3:34])[CH2:4][C@H:5]1[CH2:16][CH2:15][C:14]2[S:13][C:12]3[N:11]=[CH:10][N:9]=[C:8]([O:17][CH:18]4[CH2:23][CH2:22][CH:21]([N:24](C)[C:25](=O)OC(C)(C)C)[CH2:20][CH2:19]4)[C:7]=3[C:6]1=2)#[N:2].Cl, predict the reaction product. The product is: [CH3:34][O:33][C@@H:3]([CH2:4][C@H:5]1[CH2:16][CH2:15][C:14]2[S:13][C:12]3[N:11]=[CH:10][N:9]=[C:8]([O:17][CH:18]4[CH2:19][CH2:20][CH:21]([NH:24][CH3:25])[CH2:22][CH2:23]4)[C:7]=3[C:6]1=2)[C:1]#[N:2].[CH3:34][O:33][C@H:3]([CH2:4][C@H:5]1[CH2:16][CH2:15][C:14]2[S:13][C:12]3[N:11]=[CH:10][N:9]=[C:8]([O:17][CH:18]4[CH2:19][CH2:20][CH:21]([NH:24][CH3:25])[CH2:22][CH2:23]4)[C:7]=3[C:6]1=2)[C:1]#[N:2]. (4) Given the reactants [NH2:1][C:2](=[S:19])[C@@H:3]([NH:11][C:12](=[O:18])[O:13][C:14]([CH3:17])([CH3:16])[CH3:15])[CH2:4][C:5]1[CH:10]=[CH:9][CH:8]=[CH:7][CH:6]=1.[CH2:20](OC(OCC)CBr)[CH3:21], predict the reaction product. The product is: [C:5]1([CH2:4][C@H:3]([NH:11][C:12](=[O:18])[O:13][C:14]([CH3:16])([CH3:15])[CH3:17])[C:2]2[S:19][CH:20]=[CH:21][N:1]=2)[CH:10]=[CH:9][CH:8]=[CH:7][CH:6]=1. (5) Given the reactants Cl.[N:2]1[C:11]2[C:6](=[CH:7][C:8]([NH:12][NH2:13])=[CH:9][CH:10]=2)[CH:5]=[CH:4][CH:3]=1.[CH3:14][C:15]([CH3:22])([CH3:21])[C:16](=O)[CH2:17][C:18]#[N:19], predict the reaction product. The product is: [C:15]([C:16]1[CH:17]=[C:18]([NH2:19])[N:12]([C:8]2[CH:7]=[C:6]3[C:11](=[CH:10][CH:9]=2)[N:2]=[CH:3][CH:4]=[CH:5]3)[N:13]=1)([CH3:22])([CH3:21])[CH3:14]. (6) Given the reactants [NH2:1][CH:2]1[CH2:5][N:4]([CH:6]([C:27]2[CH:32]=[CH:31][C:30]([F:33])=[CH:29][CH:28]=2)[C:7]([N:9]([CH2:11][CH2:12][C:13]2[CH:18]=[C:17]([C:19]([F:22])([F:21])[F:20])[CH:16]=[C:15]([C:23]([F:26])([F:25])[F:24])[CH:14]=2)[CH3:10])=[O:8])[CH2:3]1.C([O-])([O-])=O.[Na+].[Na+].O.[CH3:41][CH2:42][O:43][C:44]([CH3:46])=O, predict the reaction product. The product is: [F:25][C:23]([F:24])([F:26])[C:15]1[CH:14]=[C:13]([CH2:12][CH2:11][N:9]([CH3:10])[C:7](=[O:8])[CH:6]([C:27]2[CH:28]=[CH:29][C:30]([F:33])=[CH:31][CH:32]=2)[N:4]2[CH2:3][CH:2]([N:1]3[CH2:46][CH2:44][O:43][CH2:42][CH2:41]3)[CH2:5]2)[CH:18]=[C:17]([C:19]([F:20])([F:21])[F:22])[CH:16]=1. (7) Given the reactants C([N:8]([C@@H:17]([C:24]1[CH:29]=[CH:28][CH:27]=[CH:26][CH:25]=1)[C@H:18]([CH3:23])[C:19]([O:21][CH3:22])=[O:20])[C@@H](C)C1C=CC=CC=1)C1C=CC=CC=1.[H][H], predict the reaction product. The product is: [NH2:8][C@@H:17]([C:24]1[CH:29]=[CH:28][CH:27]=[CH:26][CH:25]=1)[C@H:18]([CH3:23])[C:19]([O:21][CH3:22])=[O:20]. (8) Given the reactants [CH2:1]([N:8]1[CH2:15][C@H:14]2[C@H:10]([CH:11]=[CH:12][C:13]2=[O:16])[CH2:9]1)[C:2]1[CH:7]=[CH:6][CH:5]=[CH:4][CH:3]=1.[H][H], predict the reaction product. The product is: [CH2:1]([N:8]1[CH2:15][C@H:14]2[C@H:10]([CH2:11][CH2:12][C:13]2=[O:16])[CH2:9]1)[C:2]1[CH:3]=[CH:4][CH:5]=[CH:6][CH:7]=1. (9) Given the reactants [O:1]1[C:10]2[C:5](=[CH:6][CH:7]=[CH:8][CH:9]=2)[C:4](=[O:11])[CH2:3][CH2:2]1.[N+:12]([O-])([OH:14])=[O:13], predict the reaction product. The product is: [N+:12]([C:7]1[CH:6]=[C:5]2[C:10](=[CH:9][CH:8]=1)[O:1][CH2:2][CH2:3][C:4]2=[O:11])([O-:14])=[O:13]. (10) Given the reactants [N+:1]([C:4]1[CH:12]=[CH:11][CH:10]=[C:9]2[C:5]=1[CH2:6][N:7]([CH:14]1[CH2:19][CH2:18][C:17](=[O:20])[NH:16][C:15]1=[O:21])[C:8]2=[O:13])([O-:3])=[O:2].CN(C)C=O, predict the reaction product. The product is: [CH:11]1[CH:10]=[C:9]2[C:8](=[O:13])[N:7]([CH:14]3[C:15](=[O:21])[NH:16][C:17](=[O:20])[CH2:18][CH2:19]3)[CH2:6][C:5]2=[C:4]([NH2:1])[CH:12]=1.[N+:1]([C:4]1[CH:12]=[CH:11][CH:10]=[C:9]2[C:5]=1[CH2:6][N:7]([CH:14]1[CH2:19][CH2:18][C:17](=[O:20])[NH:16][C:15]1=[O:21])[C:8]2=[O:13])([O-:3])=[O:2].